From a dataset of Full USPTO retrosynthesis dataset with 1.9M reactions from patents (1976-2016). Predict the reactants needed to synthesize the given product. (1) Given the product [Br:23][C:24]1[CH:29]=[C:28]([N+:30]([O-:32])=[O:31])[CH:27]=[C:26]([Br:33])[C:25]=1[O:12][C:6]1[CH:7]=[CH:8][C:9]([O:10][CH3:11])=[C:4]([CH:1]([CH3:3])[CH3:2])[CH:5]=1, predict the reactants needed to synthesize it. The reactants are: [CH:1]([C:4]1[CH:5]=[C:6]([OH:12])[CH:7]=[CH:8][C:9]=1[O:10][CH3:11])([CH3:3])[CH3:2].C[Si]([N-][Si](C)(C)C)(C)C.[K+].[Br:23][C:24]1[CH:29]=[C:28]([N+:30]([O-:32])=[O:31])[CH:27]=[C:26]([Br:33])[C:25]=1I.C(=O)(O)[O-].[Na+]. (2) Given the product [CH2:1]([O:8][C:9]([NH:11][CH2:12][C:13]1[CH:14]=[C:15]([C:19]2([C:25]#[N:26])[CH2:24][CH2:23][N:22]([C:71]([C:67]3[CH:68]=[N:69][CH:70]=[C:65]([CH2:57][CH2:58][C:59]4[CH:64]=[CH:63][CH:62]=[CH:61][CH:60]=4)[CH:66]=3)=[O:72])[CH2:21][CH2:20]2)[CH:16]=[CH:17][CH:18]=1)=[O:10])[C:2]1[CH:7]=[CH:6][CH:5]=[CH:4][CH:3]=1, predict the reactants needed to synthesize it. The reactants are: [CH2:1]([O:8][C:9]([NH:11][CH2:12][C:13]1[CH:14]=[C:15]([C:19]2([C:25]#[N:26])[CH2:24][CH2:23][NH:22][CH2:21][CH2:20]2)[CH:16]=[CH:17][CH:18]=1)=[O:10])[C:2]1[CH:7]=[CH:6][CH:5]=[CH:4][CH:3]=1.C(N1CCOCC1)C.CN(C(ON1N=NC2C=CC=CC1=2)=[N+](C)C)C.[B-](F)(F)(F)F.[CH2:57]([C:65]1[CH:66]=[C:67]([C:71](O)=[O:72])[CH:68]=[N:69][CH:70]=1)[CH2:58][C:59]1[CH:64]=[CH:63][CH:62]=[CH:61][CH:60]=1. (3) Given the product [OH:40][C@@H:37]([CH2:38][CH3:39])[C@@H:36]([CH3:41])[C:35]([N:30]([O:15][CH3:14])[CH3:31])=[O:42], predict the reactants needed to synthesize it. The reactants are: C1(C)C=CC=CC=1.C[Al](C)C.C1C[O:15][CH2:14]C1.Cl.CNOC.C([C@@H]1CO[C:31](=O)[N:30]1[C:35](=[O:42])[C@H:36]([CH3:41])[C@@H:37]([OH:40])[CH2:38][CH3:39])C1C=CC=CC=1. (4) Given the product [F:1][C:2]1[CH:7]=[CH:6][C:5]([S:8]([NH:11][C:12]2[C:17]([C:18]([O:20][CH2:21][C:22]3[CH:27]=[CH:26][CH:25]=[CH:24][CH:23]=3)=[O:19])=[C:16]([CH3:28])[C:15]([CH2:29][OH:31])=[CH:14][CH:13]=2)(=[O:9])=[O:10])=[CH:4][CH:3]=1, predict the reactants needed to synthesize it. The reactants are: [F:1][C:2]1[CH:7]=[CH:6][C:5]([S:8]([NH:11][C:12]2[C:17]([C:18]([O:20][CH2:21][C:22]3[CH:27]=[CH:26][CH:25]=[CH:24][CH:23]=3)=[O:19])=[C:16]([CH3:28])[C:15]([CH:29]=C)=[CH:14][CH:13]=2)(=[O:10])=[O:9])=[CH:4][CH:3]=1.[O:31]1CCOCC1. (5) Given the product [CH3:26][C:20]1[CH:21]=[N:22][CH:23]=[C:24]([CH3:25])[C:19]=1[C:16]1[CH:17]=[CH:18][C:13]([NH:12][C:10](=[O:11])[CH:9]([NH:7][CH3:6])[CH3:39])=[N:14][C:15]=1[C:27]#[C:28][C:29]1[CH:30]=[C:31]2[C:36](=[CH:37][CH:38]=1)[N:35]=[CH:34][CH:33]=[CH:32]2, predict the reactants needed to synthesize it. The reactants are: C(O[C:6](=O)[N:7]([CH:9]([CH3:39])[C:10]([NH:12][C:13]1[CH:18]=[CH:17][C:16]([C:19]2[C:24]([CH3:25])=[CH:23][N:22]=[CH:21][C:20]=2[CH3:26])=[C:15]([C:27]#[C:28][C:29]2[CH:30]=[C:31]3[C:36](=[CH:37][CH:38]=2)[N:35]=[CH:34][CH:33]=[CH:32]3)[N:14]=1)=[O:11])C)(C)(C)C.C(Cl)Cl.C(O)(C(F)(F)F)=O. (6) Given the product [CH3:11][NH:12][CH2:2][CH2:3][O:4][CH2:5][CH2:6][O:7][CH2:8][CH2:9][OH:10], predict the reactants needed to synthesize it. The reactants are: Cl[CH2:2][CH2:3][O:4][CH2:5][CH2:6][O:7][CH2:8][CH2:9][OH:10].[CH3:11][NH2:12].CO.[I-].[Na+]. (7) Given the product [CH3:33][O:32][C:30]([C:29]1[CH:28]=[C:27]([CH:36]=[CH:35][CH:34]=1)[CH2:26][N:3]1[C:2](=[O:1])[C:6]2([CH2:7][CH2:8][N:9]([C:12]([O:14][C:15]([CH3:18])([CH3:17])[CH3:16])=[O:13])[CH2:10][CH2:11]2)[N:5]([C:19]2[CH:20]=[CH:21][CH:22]=[CH:23][CH:24]=2)[CH2:4]1)=[O:31], predict the reactants needed to synthesize it. The reactants are: [O:1]=[C:2]1[C:6]2([CH2:11][CH2:10][N:9]([C:12]([O:14][C:15]([CH3:18])([CH3:17])[CH3:16])=[O:13])[CH2:8][CH2:7]2)[N:5]([C:19]2[CH:24]=[CH:23][CH:22]=[CH:21][CH:20]=2)[CH2:4][NH:3]1.Br[CH2:26][C:27]1[CH:28]=[C:29]([CH:34]=[CH:35][CH:36]=1)[C:30]([O:32][CH3:33])=[O:31].C(=O)([O-])[O-].[K+].[K+]. (8) Given the product [CH2:1]([S:8]([NH:11][C@@H:12]([C:17]([NH:19][C@H:20]([C:25]([NH:27][CH2:28][C:29]1[CH:30]=[CH:31][C:32](/[C:35](/[NH2:37])=[N:36]\[C:45]([O:46][C:47]([CH3:50])([CH3:49])[CH3:48])=[O:51])=[CH:33][CH:34]=1)=[O:26])[CH2:21][CH2:22][S:23][CH3:24])=[O:18])[C@@H:13]([CH2:15][CH3:16])[CH3:14])(=[O:9])=[O:10])[C:2]1[CH:3]=[CH:4][CH:5]=[CH:6][CH:7]=1, predict the reactants needed to synthesize it. The reactants are: [CH2:1]([S:8]([NH:11][C@@H:12]([C:17]([NH:19][C@H:20]([C:25]([NH:27][CH2:28][C:29]1[CH:34]=[CH:33][C:32]([C:35]([NH2:37])=[NH:36])=[CH:31][CH:30]=1)=[O:26])[CH2:21][CH2:22][S:23][CH3:24])=[O:18])[C@@H:13]([CH2:15][CH3:16])[CH3:14])(=[O:10])=[O:9])[C:2]1[CH:7]=[CH:6][CH:5]=[CH:4][CH:3]=1.C(N(CC)CC)C.[C:45](=O)([O:51]C(C)(C)C)[O:46][C:47]([CH3:50])([CH3:49])[CH3:48].C(OCC)(=O)C. (9) Given the product [I:12][C:15]1[CH:16]=[C:17]([CH:30]=[CH:31][C:32]=1[N+:33]([O-:35])=[O:34])[C:18]([NH:20][CH2:21][C:22]([OH:24])=[O:23])=[O:19], predict the reactants needed to synthesize it. The reactants are: NCC(O)=O.C([O-])([O-])=O.[Na+].[Na+].[I:12]([C:15]1[CH:16]=[C:17]([CH:30]=[CH:31][C:32]=1[N+:33]([O-:35])=[O:34])[C:18]([NH:20][CH2:21][C:22]([O:24]CC(Cl)(Cl)Cl)=[O:23])=[O:19])(=O)=O.